Dataset: Reaction yield outcomes from USPTO patents with 853,638 reactions. Task: Predict the reaction yield, written as a fraction of the theoretical maximum amount of product (1.0 means a 100% yield; for example, 0.34 means a 34% yield). The reactants are [OH:1][CH:2]1[CH2:7][CH2:6][CH2:5][NH:4][CH2:3]1.[CH2:8]=[C:9]1[O:13][C:11](=[O:12])[CH2:10]1. The catalyst is O1CCCC1. The product is [OH:1][CH:2]1[CH2:7][CH2:6][CH2:5][N:4]([C:11](=[O:12])[CH2:10][C:9](=[O:13])[CH3:8])[CH2:3]1. The yield is 0.810.